From a dataset of Full USPTO retrosynthesis dataset with 1.9M reactions from patents (1976-2016). Predict the reactants needed to synthesize the given product. (1) Given the product [F:23][C:14]1[CH:15]=[C:16]([CH:21]=[CH:22][C:13]=1[CH2:12][C:11]([C:6]1[CH:5]=[CH:4][C:3]([OH:8])=[C:2]([F:1])[CH:7]=1)=[O:24])[C:17]([OH:19])=[O:18], predict the reactants needed to synthesize it. The reactants are: [F:1][C:2]1[CH:7]=[CH:6][CH:5]=[CH:4][C:3]=1[O:8]C.Cl[C:11](=[O:24])[CH2:12][C:13]1[CH:22]=[CH:21][C:16]([C:17]([O:19]C)=[O:18])=[CH:15][C:14]=1[F:23]. (2) Given the product [Cl:38][C:39]1[CH:40]=[C:41]2[C:45](=[C:46]([CH:48]([C:71]#[N:72])[O:49][CH2:50][C:51]3([C:64]4[CH:69]=[CH:68][C:67]([F:70])=[CH:66][CH:65]=4)[CH2:56][CH2:55][N:54]([C:57]([O:59][C:60]([CH3:63])([CH3:62])[CH3:61])=[O:58])[CH2:53][CH2:52]3)[CH:47]=1)[NH:44][N:43]=[CH:42]2, predict the reactants needed to synthesize it. The reactants are: ClC1C=C2C(=C(C(OCC3(C4C=CC(F)=CC=4)CCN(C(OC(C)(C)C)=O)CC3)C(OC)=O)C=1)NN=C2.[Cl:38][C:39]1[CH:47]=[C:46]([CH:48]([C:71]#[N:72])[O:49][CH2:50][C:51]2([C:64]3[CH:69]=[CH:68][C:67]([F:70])=[CH:66][CH:65]=3)[CH2:56][CH2:55][N:54]([C:57]([O:59][C:60]([CH3:63])([CH3:62])[CH3:61])=[O:58])[CH2:53][CH2:52]2)[C:45]2[C:41](=[CH:42][N:43](COCC[Si](C)(C)C)[N:44]=2)[CH:40]=1. (3) Given the product [S:21]([C:25]1[CH:31]=[CH:30][C:28]([CH3:29])=[CH:27][CH:26]=1)([OH:24])(=[O:23])=[O:22].[NH2:9][C@@H:10]1[CH2:15][CH2:14][CH2:13][CH2:12][C@@H:11]1[C:16]([O:18][CH2:19][CH3:20])=[O:17], predict the reactants needed to synthesize it. The reactants are: C1([C@H]([NH:9][C@@H:10]2[CH2:15][CH2:14][CH2:13][CH2:12][C@@H:11]2[C:16]([O:18][CH2:19][CH3:20])=[O:17])C)C=CC=CC=1.[S:21]([C:25]1[CH:31]=[CH:30][C:28]([CH3:29])=[CH:27][CH:26]=1)([OH:24])(=[O:23])=[O:22]. (4) The reactants are: [Br:1][C:2]1[CH:3]=[C:4]([CH:8]=[C:9](I)[CH:10]=1)[C:5]([O-:7])=[O:6].[C:12](=O)([O-])[O-].[Cs+].[Cs+].[S:18]1(=[O:25])(=[O:24])[CH2:23][CH2:22][CH2:21][CH2:20][NH:19]1. Given the product [CH3:12][O:7][C:5](=[O:6])[C:4]1[CH:8]=[C:9]([N:19]2[CH2:20][CH2:21][CH2:22][CH2:23][S:18]2(=[O:25])=[O:24])[CH:10]=[C:2]([Br:1])[CH:3]=1, predict the reactants needed to synthesize it. (5) The reactants are: CS(C)=O.C(Cl)(=O)C(Cl)=O.[C:11]([O:14][C@H:15]1[C@H:20]([O:21][C:22](=[O:24])[CH3:23])[C@@H:19]([O:25][C:26](=[O:28])[CH3:27])[C@H:18]([C:29]2[CH:34]=[CH:33][C:32]([C:35]#[N:36])=[C:31]([CH2:37][C:38]3[CH:43]=[CH:42][C:41]([O:44][CH2:45][CH2:46][OH:47])=[CH:40][CH:39]=3)[CH:30]=2)[O:17][C@@H:16]1[CH2:48][O:49][C:50](=[O:52])[CH3:51])(=[O:13])[CH3:12].C(N(CC)CC)C. Given the product [C:11]([O:14][C@H:15]1[C@H:20]([O:21][C:22](=[O:24])[CH3:23])[C@@H:19]([O:25][C:26](=[O:28])[CH3:27])[C@H:18]([C:29]2[CH:34]=[CH:33][C:32]([C:35]#[N:36])=[C:31]([CH2:37][C:38]3[CH:39]=[CH:40][C:41]([O:44][CH2:45][CH:46]=[O:47])=[CH:42][CH:43]=3)[CH:30]=2)[O:17][C@@H:16]1[CH2:48][O:49][C:50](=[O:52])[CH3:51])(=[O:13])[CH3:12], predict the reactants needed to synthesize it. (6) Given the product [CH3:1][C:2]1[C:6]([C:7]2[C:16]3[O:15][CH2:14][CH:13]([C:17]4[CH:22]=[CH:21][CH:20]=[CH:19][N:18]=4)[N:12]4[C:23](=[S:36])[NH:24][C:10]([C:11]=34)=[CH:9][CH:8]=2)=[C:5]([CH3:26])[O:4][N:3]=1, predict the reactants needed to synthesize it. The reactants are: [CH3:1][C:2]1[C:6]([C:7]2[C:16]3[O:15][CH2:14][CH:13]([C:17]4[CH:22]=[CH:21][CH:20]=[CH:19][N:18]=4)[N:12]4[C:23](=O)[NH:24][C:10]([C:11]=34)=[CH:9][CH:8]=2)=[C:5]([CH3:26])[O:4][N:3]=1.COC1C=CC(P2(=S)SP(C3C=CC(OC)=CC=3)(=S)[S:36]2)=CC=1. (7) The reactants are: [F:1][C:2]([F:15])([F:14])[S:3][C:4]1[CH:5]=[C:6]([CH2:10][C:11]([OH:13])=[O:12])[CH:7]=[CH:8][CH:9]=1.[CH3:16]O. Given the product [CH3:16][O:12][C:11](=[O:13])[CH2:10][C:6]1[CH:7]=[CH:8][CH:9]=[C:4]([S:3][C:2]([F:14])([F:1])[F:15])[CH:5]=1, predict the reactants needed to synthesize it.